Task: Regression. Given a peptide amino acid sequence and an MHC pseudo amino acid sequence, predict their binding affinity value. This is MHC class I binding data.. Dataset: Peptide-MHC class I binding affinity with 185,985 pairs from IEDB/IMGT (1) The peptide sequence is LISLNSMYTR. The MHC is HLA-A31:01 with pseudo-sequence HLA-A31:01. The binding affinity (normalized) is 0.991. (2) The peptide sequence is AVEGGLYPV. The MHC is HLA-B57:01 with pseudo-sequence HLA-B57:01. The binding affinity (normalized) is 0.213. (3) The peptide sequence is EEAPAAVSF. The MHC is HLA-B57:01 with pseudo-sequence HLA-B57:01. The binding affinity (normalized) is 0.213.